From a dataset of Full USPTO retrosynthesis dataset with 1.9M reactions from patents (1976-2016). Predict the reactants needed to synthesize the given product. (1) Given the product [CH3:42][O:43][C:15]1[CH:16]=[CH:17][C:12]([CH2:11][NH:18][C:19]([C:21]2[S:29][C:28]3[N:23]([C:24](=[O:40])[N:25]([CH2:31][C:32]4[CH:37]=[CH:36][C:35]([Cl:38])=[C:34]([Cl:39])[CH:33]=4)[C:26](=[O:30])[CH:27]=3)[CH:22]=2)=[O:20])=[CH:13][CH:14]=1, predict the reactants needed to synthesize it. The reactants are: C[Si](C)(C)N[Si](C)(C)C.[Li].[CH2:11]([NH:18][C:19]([C:21]1[S:29][C:28]2[N:23]([C:24](=[O:40])[N:25]([CH2:31][C:32]3[CH:37]=[CH:36][C:35]([Cl:38])=[C:34]([Cl:39])[CH:33]=3)[C:26](=[O:30])[CH:27]=2)[CH:22]=1)=[O:20])[C:12]1[CH:17]=[CH:16][CH:15]=[CH:14][CH:13]=1.N(CC1C=CC(OC)=CC=1)=[C:42]=[O:43].[Cl-].[NH4+]. (2) The reactants are: FC(F)(F)C(O)=O.[NH:8]1[CH2:12][CH2:11][CH:10]([S:13]([C:16]2[CH:17]=[C:18]3[C:22](=[CH:23][CH:24]=2)[NH:21][N:20]=[CH:19]3)(=[O:15])=[O:14])[CH2:9]1.[C:25]1([CH2:31][CH2:32][CH2:33][CH:34]=O)[CH:30]=[CH:29][CH:28]=[CH:27][CH:26]=1. Given the product [C:25]1([CH2:31][CH2:32][CH2:33][CH2:34][N:8]2[CH2:12][CH2:11][CH:10]([S:13]([C:16]3[CH:17]=[C:18]4[C:22](=[CH:23][CH:24]=3)[NH:21][N:20]=[CH:19]4)(=[O:15])=[O:14])[CH2:9]2)[CH:30]=[CH:29][CH:28]=[CH:27][CH:26]=1, predict the reactants needed to synthesize it. (3) Given the product [OH:3][CH:4]([C:22]1[CH:23]=[CH:24][CH:25]=[CH:26][CH:27]=1)[CH2:5][CH2:6][N:7]1[CH2:12][CH2:11][CH:10]([CH2:13][CH2:14][CH2:15][C:16]2[CH:17]=[CH:18][CH:19]=[CH:20][CH:21]=2)[CH2:9][CH2:8]1, predict the reactants needed to synthesize it. The reactants are: [BH4-].[Na+].[O:3]=[C:4]([C:22]1[CH:27]=[CH:26][CH:25]=[CH:24][CH:23]=1)[CH2:5][CH2:6][N:7]1[CH2:12][CH2:11][CH:10]([CH2:13][CH2:14][CH2:15][C:16]2[CH:21]=[CH:20][CH:19]=[CH:18][CH:17]=2)[CH2:9][CH2:8]1. (4) Given the product [CH2:37]([C:19]1[CH:20]=[C:21]([O:24][CH2:25][CH2:26][CH2:27][NH:28][CH3:29])[CH:22]=[CH:23][C:18]=1[C:16]1[S:17][C:13]([C:5]2[CH:6]=[CH:7][C:8]([O:9][CH:10]([CH3:11])[CH3:12])=[C:3]([CH:4]=2)[C:1]#[N:2])=[N:14][N:15]=1)[CH3:38], predict the reactants needed to synthesize it. The reactants are: [C:1]([C:3]1[CH:4]=[C:5]([C:13]2[S:17][C:16]([C:18]3[CH:23]=[CH:22][C:21]([O:24][CH2:25][CH2:26][CH2:27][N:28](C)[C:29](=O)OC(C)(C)C)=[CH:20][C:19]=3[CH2:37][CH3:38])=[N:15][N:14]=2)[CH:6]=[CH:7][C:8]=1[O:9][CH:10]([CH3:12])[CH3:11])#[N:2].C(O)(C(F)(F)F)=O.C(=O)(O)[O-].[Na+]. (5) Given the product [S:14]1[CH:15]=[CH:16][N:17]=[C:13]1[C:11]([N:8]1[CH2:7][CH2:6][CH:5]([CH:3]2[CH2:2][N:1]([C:32]([C:29]3[CH:28]=[CH:27][C:26]([C:22]4[CH:23]=[CH:24][CH:25]=[C:20]([C:19]([F:18])([F:35])[F:36])[CH:21]=4)=[CH:31][CH:30]=3)=[O:33])[CH2:4]2)[CH2:10][CH2:9]1)=[O:12], predict the reactants needed to synthesize it. The reactants are: [NH:1]1[CH2:4][CH:3]([CH:5]2[CH2:10][CH2:9][N:8]([C:11]([C:13]3[S:14][CH:15]=[CH:16][N:17]=3)=[O:12])[CH2:7][CH2:6]2)[CH2:2]1.[F:18][C:19]([F:36])([F:35])[C:20]1[CH:21]=[C:22]([C:26]2[CH:31]=[CH:30][C:29]([C:32](O)=[O:33])=[CH:28][CH:27]=2)[CH:23]=[CH:24][CH:25]=1.CCN(CC)CC.CN(C(ON1N=NC2C=CC=NC1=2)=[N+](C)C)C.F[P-](F)(F)(F)(F)F. (6) Given the product [NH2:48][C:43]1[CH:42]=[C:41]([Cl:40])[CH:46]=[CH:45][C:44]=1[NH:47][C:6](=[O:8])[C:5]1[CH:9]=[CH:10][C:2]([Cl:1])=[N:3][CH:4]=1, predict the reactants needed to synthesize it. The reactants are: [Cl:1][C:2]1[CH:10]=[CH:9][C:5]([C:6]([OH:8])=O)=[CH:4][N:3]=1.Cl.C(N=C=NCCCN(C)C)C.OC1C2N=NNC=2C=CC=1.C(N(CC)CC)C.[Cl:40][C:41]1[CH:46]=[CH:45][C:44]([NH2:47])=[C:43]([NH2:48])[CH:42]=1. (7) Given the product [C:12]([O:16][C:17]([N:19]([CH2:41][C@@H:42]1[N:43]([C:47](=[O:54])[C:48]2[CH:53]=[CH:52][CH:51]=[CH:50][CH:49]=2)[CH2:44][CH:45]2[CH:46]1[O:6]2)[NH:20][C:21](=[O:40])[C@@H:22]([NH:27][C:28](=[O:39])[C:29]1[CH:30]=[CH:31][C:32]([C:35]([CH3:37])([CH3:36])[CH3:38])=[CH:33][CH:34]=1)[CH2:23][CH:24]([CH3:26])[CH3:25])=[O:18])([CH3:14])([CH3:15])[CH3:13], predict the reactants needed to synthesize it. The reactants are: ClC1C=C(C=CC=1)C(OO)=[O:6].[C:12]([O:16][C:17]([N:19]([CH2:41][C@@H:42]1[CH:46]=[CH:45][CH2:44][N:43]1[C:47](=[O:54])[C:48]1[CH:53]=[CH:52][CH:51]=[CH:50][CH:49]=1)[NH:20][C:21](=[O:40])[C@@H:22]([NH:27][C:28](=[O:39])[C:29]1[CH:34]=[CH:33][C:32]([C:35]([CH3:38])([CH3:37])[CH3:36])=[CH:31][CH:30]=1)[CH2:23][CH:24]([CH3:26])[CH3:25])=[O:18])([CH3:15])([CH3:14])[CH3:13].